From a dataset of Catalyst prediction with 721,799 reactions and 888 catalyst types from USPTO. Predict which catalyst facilitates the given reaction. (1) Reactant: [CH:1]1[CH:6]=[CH:5][C:4]([CH2:7][O:8][C:9](Cl)=[O:10])=[CH:3][CH:2]=1.[CH2:12]([O:19][C:20]1[CH:25]=[C:24]([O:26][CH2:27][O:28][CH2:29][CH3:30])[C:23]([CH:31]([CH3:33])[CH3:32])=[CH:22][C:21]=1[C:34]1[N:38]([C:39]2[CH:40]=[C:41]3[C:45](=[CH:46][CH:47]=2)[N:44]([CH3:48])[CH:43]=[CH:42]3)[C:37](=[O:49])[NH:36][N:35]=1)[C:13]1[CH:18]=[CH:17][CH:16]=[CH:15][CH:14]=1.CCN(C(C)C)C(C)C.Cl. Product: [CH2:12]([O:19][C:20]1[CH:25]=[C:24]([O:26][CH2:27][O:28][CH2:29][CH3:30])[C:23]([CH:31]([CH3:32])[CH3:33])=[CH:22][C:21]=1[C:34]1[N:38]([C:39]2[CH:40]=[C:41]3[C:45](=[CH:46][CH:47]=2)[N:44]([CH3:48])[CH:43]=[CH:42]3)[C:37](=[O:49])[N:36]([C:9]([O:8][CH2:7][C:4]2[CH:5]=[CH:6][CH:1]=[CH:2][CH:3]=2)=[O:10])[N:35]=1)[C:13]1[CH:18]=[CH:17][CH:16]=[CH:15][CH:14]=1. The catalyst class is: 98. (2) Reactant: Cl[C:2]1[N:3]([CH2:28][CH2:29][CH3:30])[C:4](=[O:27])[C:5]2[NH:6][C:7]([C:11]3[CH:12]=[N:13][N:14]([CH2:16][C:17]4[CH:22]=[CH:21][CH:20]=[C:19]([C:23]([F:26])([F:25])[F:24])[CH:18]=4)[CH:15]=3)=[N:8][C:9]=2[N:10]=1.[F:31][C:32]([F:43])([F:42])[C:33]1C=CC(B(O)O)=C[CH:34]=1.C([O-])(O)=O.[Na+].[CH2:49]1[CH2:53]O[CH2:51][CH2:50]1. Product: [CH2:28]([N:3]1[C:4](=[O:27])[C:5]2[NH:6][C:7]([C:11]3[CH:12]=[N:13][N:14]([CH2:16][C:17]4[CH:22]=[CH:21][CH:20]=[C:19]([C:23]([F:26])([F:25])[F:24])[CH:18]=4)[CH:15]=3)=[N:8][C:9]=2[N:10]=[C:2]1[C:49]1[CH:50]=[CH:51][C:33]([C:32]([F:43])([F:42])[F:31])=[CH:34][CH:53]=1)[CH2:29][CH3:30]. The catalyst class is: 73. (3) Reactant: CS(O[CH2:6][CH2:7][N:8]1[C:16]2[CH2:15][CH2:14][C:13]3[C:17]4[C:23]([NH:24][C:25]5[CH:30]=[CH:29][C:28]([O:31][CH2:32][C:33]6[CH:38]=[CH:37][CH:36]=[C:35]([F:39])[CH:34]=6)=[C:27]([Cl:40])[CH:26]=5)=[N:22][CH:21]=[N:20][C:18]=4[S:19][C:12]=3[C:11]=2[CH:10]=[N:9]1)(=O)=O.[NH:41]1[CH2:46][CH2:45][O:44][CH2:43][CH2:42]1.C(N(C(C)C)CC)(C)C. Product: [Cl:40][C:27]1[CH:26]=[C:25]([NH:24][C:23]2[N:22]=[CH:21][N:20]=[C:18]3[S:19][C:12]4[C:11]5[CH:10]=[N:9][N:8]([CH2:7][CH2:6][N:41]6[CH2:46][CH2:45][O:44][CH2:43][CH2:42]6)[C:16]=5[CH2:15][CH2:14][C:13]=4[C:17]=23)[CH:30]=[CH:29][C:28]=1[O:31][CH2:32][C:33]1[CH:38]=[CH:37][CH:36]=[C:35]([F:39])[CH:34]=1. The catalyst class is: 23. (4) Reactant: [C:1]([C:3]1[CH:8]=[CH:7][C:6]([C:9]2[CH:10]=[N:11][N:12]([C:16]3[CH:24]=[CH:23][C:19]([C:20]([OH:22])=O)=[CH:18][N:17]=3)[C:13]=2[O:14][CH3:15])=[C:5]([CH3:25])[C:4]=1[F:26])#[N:2].C1C=C2N=NN(O)C2=CC=1.O.Cl.C(N=C=NCCCN(C)C)C.C(N(C(C)C)C(C)C)C.[CH2:59]([N:61]1[CH2:66][CH2:65][NH:64][CH2:63][CH2:62]1)[CH3:60]. Product: [CH2:59]([N:61]1[CH2:66][CH2:65][N:64]([C:20]([C:19]2[CH:23]=[CH:24][C:16]([N:12]3[C:13]([O:14][CH3:15])=[C:9]([C:6]4[CH:7]=[CH:8][C:3]([C:1]#[N:2])=[C:4]([F:26])[C:5]=4[CH3:25])[CH:10]=[N:11]3)=[N:17][CH:18]=2)=[O:22])[CH2:63][CH2:62]1)[CH3:60]. The catalyst class is: 3.